This data is from Full USPTO retrosynthesis dataset with 1.9M reactions from patents (1976-2016). The task is: Predict the reactants needed to synthesize the given product. (1) Given the product [F:22][C:15]1[CH:14]=[C:13]2[C:18]([C:19](=[O:21])[CH:20]=[C:11]([C:9]([NH:8][CH:5]3[CH2:4][CH2:3][N:2]([CH2:23][C:25]4[CH:33]=[CH:32][C:28]([C:29]([OH:31])=[O:30])=[CH:27][CH:26]=4)[CH2:7][CH2:6]3)=[O:10])[O:12]2)=[CH:17][CH:16]=1, predict the reactants needed to synthesize it. The reactants are: Cl.[NH:2]1[CH2:7][CH2:6][CH:5]([NH:8][C:9]([C:11]2[O:12][C:13]3[C:18]([C:19](=[O:21])[CH:20]=2)=[CH:17][CH:16]=[C:15]([F:22])[CH:14]=3)=[O:10])[CH2:4][CH2:3]1.[CH:23]([C:25]1[CH:33]=[CH:32][C:28]([C:29]([OH:31])=[O:30])=[CH:27][CH:26]=1)=O. (2) The reactants are: C(OC([N:8]([CH2:16][CH2:17][CH2:18][CH2:19][CH2:20][CH2:21][CH2:22][O:23][C:24]1[CH:29]=[CH:28][C:27]([O:30][CH2:31][C:32]2[CH:37]=[CH:36][CH:35]=[CH:34][CH:33]=2)=[C:26]([C@@H:38]([C:48]2[CH:53]=[CH:52][CH:51]=[CH:50][CH:49]=2)[CH2:39][CH2:40][N:41]([CH:45]([CH3:47])[CH3:46])[CH:42]([CH3:44])[CH3:43])[CH:25]=1)C(OC(C)(C)C)=O)=O)(C)(C)C.[ClH:54].C(O)C. Given the product [ClH:54].[ClH:54].[CH2:31]([O:30][C:27]1[CH:28]=[CH:29][C:24]([O:23][CH2:22][CH2:21][CH2:20][CH2:19][CH2:18][CH2:17][CH2:16][NH2:8])=[CH:25][C:26]=1[C@@H:38]([C:48]1[CH:49]=[CH:50][CH:51]=[CH:52][CH:53]=1)[CH2:39][CH2:40][N:41]([CH:45]([CH3:46])[CH3:47])[CH:42]([CH3:44])[CH3:43])[C:32]1[CH:33]=[CH:34][CH:35]=[CH:36][CH:37]=1, predict the reactants needed to synthesize it. (3) Given the product [Cl:1][C:2]1[CH:10]=[CH:9][CH:8]=[C:7]2[C:3]=1[C:4]([C:11]([NH:23][CH2:22][CH:17]1[CH2:18][CH:19]([CH3:21])[CH2:20][C:15]([F:14])([F:24])[CH2:16]1)=[O:13])=[CH:5][NH:6]2, predict the reactants needed to synthesize it. The reactants are: [Cl:1][C:2]1[CH:10]=[CH:9][CH:8]=[C:7]2[C:3]=1[C:4]([C:11]([OH:13])=O)=[CH:5][NH:6]2.[F:14][C:15]1([F:24])[CH2:20][CH:19]([CH3:21])[CH2:18][CH:17]([CH2:22][NH2:23])[CH2:16]1.CN(C(ON1N=NC2C=CC=NC1=2)=[N+](C)C)C.F[P-](F)(F)(F)(F)F.CCN(C(C)C)C(C)C. (4) Given the product [CH:10]([N:23]1[CH2:26][C:25]([C:5]2[CH:6]=[CH:7][C:2]([F:1])=[CH:3][CH:4]=2)([OH:27])[CH2:24]1)([C:17]1[CH:22]=[CH:21][CH:20]=[CH:19][CH:18]=1)[C:11]1[CH:12]=[CH:13][CH:14]=[CH:15][CH:16]=1, predict the reactants needed to synthesize it. The reactants are: [F:1][C:2]1[CH:7]=[CH:6][C:5]([Mg]Br)=[CH:4][CH:3]=1.[CH:10]([N:23]1[CH2:26][C:25](=[O:27])[CH2:24]1)([C:17]1[CH:22]=[CH:21][CH:20]=[CH:19][CH:18]=1)[C:11]1[CH:16]=[CH:15][CH:14]=[CH:13][CH:12]=1.C(=O)(O)[O-].[Na+]. (5) Given the product [NH2:1][CH:4]1[C:10](=[O:11])[NH:9][C:8]2[CH:12]=[CH:13][CH:14]=[CH:15][C:7]=2[CH2:6][CH2:5]1, predict the reactants needed to synthesize it. The reactants are: [N:1]([CH:4]1[C:10](=[O:11])[NH:9][C:8]2[CH:12]=[CH:13][CH:14]=[CH:15][C:7]=2[CH2:6][CH2:5]1)=[N+]=[N-].O.C1C=CC(P(C2C=CC=CC=2)C2C=CC=CC=2)=CC=1. (6) The reactants are: [C:1]([C:3]1[N:8]=[CH:7][C:6]([NH:9][C@H:10]([CH2:14][CH:15]([CH3:17])[CH3:16])[C:11]([NH2:13])=[O:12])=[CH:5][C:4]=1[NH:18][C:19]1[CH:20]=[C:21]2[C:26](=[CH:27][CH:28]=1)[CH:25]=[N:24][CH:23]=[CH:22]2)#[N:2].[OH-].[Na+].OO.CC(O)=[O:35]. Given the product [NH2:13][C:11](=[O:12])[C@H:10]([NH:9][C:6]1[CH:5]=[C:4]([NH:18][C:19]2[CH:20]=[C:21]3[C:26](=[CH:27][CH:28]=2)[CH:25]=[N:24][CH:23]=[CH:22]3)[C:3]([C:1]([NH2:2])=[O:35])=[N:8][CH:7]=1)[CH2:14][CH:15]([CH3:17])[CH3:16], predict the reactants needed to synthesize it. (7) Given the product [F:28][C:27]1[CH:26]=[CH:25][C:21]([C:22]([NH:1][C@@H:2]2[CH2:6][CH2:5][C@H:4]([NH:7][C:8](=[O:17])[O:9][CH2:10][C:11]3[CH:16]=[CH:15][CH:14]=[CH:13][CH:12]=3)[CH2:3]2)=[O:23])=[CH:20][CH:19]=1, predict the reactants needed to synthesize it. The reactants are: [NH2:1][C@@H:2]1[CH2:6][CH2:5][C@H:4]([NH:7][C:8](=[O:17])[O:9][CH2:10][C:11]2[CH:16]=[CH:15][CH:14]=[CH:13][CH:12]=2)[CH2:3]1.Cl[C:19]1[CH:20]=[C:21]([CH:25]=[CH:26][C:27]=1[F:28])[C:22](O)=[O:23].C1C=CC2N(O)N=NC=2C=1.O.CCN=C=NCCCN(C)C.Cl.C([O-])(O)=O.[Na+]. (8) Given the product [C:1]([N:5]1[CH:9]=[C:8]([NH:10][C:11]2[N:16]=[CH:15][N:14]=[C:13]([C:17]3[CH:18]=[CH:19][C:20]([O:25][C@H:26]4[CH2:31][CH2:30][N:29]([C:34](=[O:33])[CH2:35][CH2:36][OH:37])[CH2:28][C@H:27]4[F:32])=[C:21]([CH:24]=3)[C:22]#[N:23])[N:12]=2)[CH:7]=[N:6]1)([CH3:4])([CH3:2])[CH3:3], predict the reactants needed to synthesize it. The reactants are: [C:1]([N:5]1[CH:9]=[C:8]([NH:10][C:11]2[N:16]=[CH:15][N:14]=[C:13]([C:17]3[CH:18]=[CH:19][C:20]([O:25][C@H:26]4[CH2:31][CH2:30][NH:29][CH2:28][C@H:27]4[F:32])=[C:21]([CH:24]=3)[C:22]#[N:23])[N:12]=2)[CH:7]=[N:6]1)([CH3:4])([CH3:3])[CH3:2].[OH:33][CH2:34][CH2:35][C:36](O)=[O:37].